Dataset: Full USPTO retrosynthesis dataset with 1.9M reactions from patents (1976-2016). Task: Predict the reactants needed to synthesize the given product. (1) Given the product [S:6]([OH:9])([O:5][CH:3]([CH3:4])[CH2:2][NH2:1])(=[O:8])=[O:7], predict the reactants needed to synthesize it. The reactants are: [NH2:1][CH2:2][CH:3]([OH:5])[CH3:4].[S:6](=O)(=[O:9])([OH:8])[OH:7]. (2) The reactants are: [CH:1]1([C:7](=[CH2:11])[C:8]([OH:10])=[O:9])[CH2:6][CH2:5][CH2:4][CH2:3][CH2:2]1.[CH2:12](O)[CH:13]=[CH2:14].C1(N=C=NC2CCCCC2)CCCCC1.C(Cl)Cl. Given the product [CH2:14]([O:9][C:8](=[O:10])[C:7]([CH:1]1[CH2:6][CH2:5][CH2:4][CH2:3][CH2:2]1)=[CH2:11])[CH:13]=[CH2:12], predict the reactants needed to synthesize it. (3) Given the product [F:17][CH:18]([F:21])[CH2:19][O:20][C:2]1[CH:7]=[CH:6][CH:5]=[CH:4][C:3]=1[N+:8]([O-:10])=[O:9], predict the reactants needed to synthesize it. The reactants are: F[C:2]1[CH:7]=[CH:6][CH:5]=[CH:4][C:3]=1[N+:8]([O-:10])=[O:9].C(=O)([O-])[O-].[K+].[K+].[F:17][CH:18]([F:21])[CH2:19][OH:20].O.